From a dataset of Reaction yield outcomes from USPTO patents with 853,638 reactions. Predict the reaction yield, written as a fraction of the theoretical maximum amount of product (1.0 means a 100% yield; for example, 0.34 means a 34% yield). (1) The reactants are [O:1]=[C:2]1[C:7]([C:8]2[O:9][C:10]3[C:11](=[C:13]([C:17]([OH:19])=O)[CH:14]=[CH:15][CH:16]=3)[N:12]=2)=[CH:6][CH:5]=[CH:4][NH:3]1.Cl.C(N=C=NCCCN(C)C)C.ON1C2C=CC=CC=2N=N1.Cl.Cl.[NH2:44][CH:45]1[CH2:52][CH:51]2[N:53]([CH3:54])[CH:47]([CH2:48][CH2:49][CH2:50]2)[CH2:46]1.C(N(CC)CC)C. The catalyst is CN(C=O)C.ClCCl. The product is [CH3:54][N:53]1[CH:47]2[CH2:48][CH2:49][CH2:50][CH:51]1[CH2:52][CH:45]([NH:44][C:17]([C:13]1[CH:14]=[CH:15][CH:16]=[C:10]3[O:9][C:8]([C:7]4[C:2](=[O:1])[NH:3][CH:4]=[CH:5][CH:6]=4)=[N:12][C:11]=13)=[O:19])[CH2:46]2. The yield is 0.130. (2) The reactants are [CH2:1]([O:8][C:9]([NH:11][C@@H:12]1[CH2:18][C@H:17]2[C@H:15]([O:16]2)[CH2:14][C@@H:13]1[C:19]([O:21][CH3:22])=[O:20])=[O:10])[C:2]1[CH:7]=[CH:6][CH:5]=[CH:4][CH:3]=1.[BH4-].[Na+]. The catalyst is C(O)C. The product is [CH2:1]([O:8][C:9]([NH:11][C@@H:12]1[CH2:18][C@H:17]([OH:16])[CH2:15][CH2:14][C@@H:13]1[C:19]([O:21][CH3:22])=[O:20])=[O:10])[C:2]1[CH:7]=[CH:6][CH:5]=[CH:4][CH:3]=1. The yield is 0.390. (3) The catalyst is C(O)C. The reactants are [Br:1][C:2]1[CH:7]=[CH:6][C:5]([F:8])=[C:4]([N+:9]([O-])=O)[CH:3]=1.Cl[Sn]Cl. The yield is 0.660. The product is [Br:1][C:2]1[CH:7]=[CH:6][C:5]([F:8])=[C:4]([NH2:9])[CH:3]=1. (4) The reactants are [CH2:1]([O:8][N:9]=[C:10]1[C:18]2([CH2:23][CH2:22][CH2:21][CH2:20][CH2:19]2)[C:17]2[C:12](=[CH:13][CH:14]=[C:15](Br)[CH:16]=2)[NH:11]1)[C:2]1[CH:7]=[CH:6][CH:5]=[CH:4][CH:3]=1.[N+:25]([C:28]1[CH:29]=[C:30](B(O)O)[CH:31]=[CH:32][CH:33]=1)([O-:27])=[O:26]. No catalyst specified. The product is [CH2:1]([O:8][N:9]=[C:10]1[C:18]2([CH2:23][CH2:22][CH2:21][CH2:20][CH2:19]2)[C:17]2[C:12](=[CH:13][CH:14]=[C:15]([C:32]3[CH:31]=[CH:30][CH:29]=[C:28]([N+:25]([O-:27])=[O:26])[CH:33]=3)[CH:16]=2)[NH:11]1)[C:2]1[CH:7]=[CH:6][CH:5]=[CH:4][CH:3]=1. The yield is 0.550. (5) The reactants are Cl[C:2]1[C:7]([CH:8]=[O:9])=[C:6]([N:10]2[CH2:22][CH2:21][C:20]3[N:19]4[C:14]([CH2:15][CH2:16][CH2:17][CH2:18]4)=[CH:13][C:12]=3[C:11]2=[O:23])[N:5]=[CH:4][CH:3]=1.[CH3:24][N:25]1[CH:30]=[C:29](B2OC(C)(C)C(C)(C)O2)[CH:28]=[C:27]([NH:40][C:41]2[CH:46]=[CH:45][C:44]([N:47]3[CH2:52][CH2:51][N:50]([CH:53]4[CH2:56][O:55][CH2:54]4)[CH2:49][CH2:48]3)=[CH:43][N:42]=2)[C:26]1=[O:57].CC([O-])=O.[Na+].C(#N)C. The catalyst is C1C=CC(P(C2C=CC=CC=2)[C-]2C=CC=C2)=CC=1.C1C=CC(P(C2C=CC=CC=2)[C-]2C=CC=C2)=CC=1.Cl[Pd]Cl.[Fe+2].O. The product is [CH3:24][N:25]1[C:26](=[O:57])[C:27]([NH:40][C:41]2[CH:46]=[CH:45][C:44]([N:47]3[CH2:52][CH2:51][N:50]([CH:53]4[CH2:56][O:55][CH2:54]4)[CH2:49][CH2:48]3)=[CH:43][N:42]=2)=[CH:28][C:29]([C:2]2[C:7]([CH:8]=[O:9])=[C:6]([N:10]3[CH2:22][CH2:21][C:20]4[N:19]5[C:14]([CH2:15][CH2:16][CH2:17][CH2:18]5)=[CH:13][C:12]=4[C:11]3=[O:23])[N:5]=[CH:4][CH:3]=2)=[CH:30]1. The yield is 0.500. (6) The reactants are [NH2:1][C:2]1[CH:3]=[C:4]([N:8]2[CH2:12][CH:11]([C:13]3[CH:18]=[CH:17][C:16]([O:19][CH3:20])=[C:15]([O:21][CH:22]4[CH2:26][CH2:25][CH2:24][CH2:23]4)[CH:14]=3)[CH2:10][C:9]2=[O:27])[CH:5]=[CH:6][CH:7]=1.[CH3:28][O:29][C:30]1[CH:31]=[C:32]([S:36](Cl)(=[O:38])=[O:37])[CH:33]=[CH:34][CH:35]=1. The catalyst is N1C=CC=CC=1.C(Cl)Cl. The product is [CH:22]1([O:21][C:15]2[CH:14]=[C:13]([CH:11]3[CH2:12][N:8]([C:4]4[CH:3]=[C:2]([NH:1][S:36]([C:32]5[CH:33]=[CH:34][CH:35]=[C:30]([O:29][CH3:28])[CH:31]=5)(=[O:38])=[O:37])[CH:7]=[CH:6][CH:5]=4)[C:9](=[O:27])[CH2:10]3)[CH:18]=[CH:17][C:16]=2[O:19][CH3:20])[CH2:26][CH2:25][CH2:24][CH2:23]1. The yield is 0.650. (7) The reactants are [F:1][C:2]1[CH:3]=[C:4]([SH:13])[CH:5]=[C:6]2[C:11]=1[N:10]=[C:9]([CH3:12])[CH:8]=[CH:7]2.[Cl:14][C:15]1[N:20]=[C:19](S(C)(=O)=O)[N:18]=[C:17]([NH:25][C:26]2[NH:30][N:29]=[C:28]([CH3:31])[CH:27]=2)[CH:16]=1. The catalyst is C(O)CCC. The product is [Cl:14][C:15]1[N:20]=[C:19]([S:13][C:4]2[CH:5]=[C:6]3[C:11](=[C:2]([F:1])[CH:3]=2)[N:10]=[C:9]([CH3:12])[CH:8]=[CH:7]3)[N:18]=[C:17]([NH:25][C:26]2[NH:30][N:29]=[C:28]([CH3:31])[CH:27]=2)[CH:16]=1. The yield is 0.490. (8) The reactants are [H-].[Na+].[Cl:3][C:4]1[N:13]=[CH:12][C:11]2[N:10]([CH2:14][C:15]([NH:17][CH2:18][CH:19]3[CH2:24][CH2:23][O:22][CH2:21][CH2:20]3)=[O:16])[CH2:9][C@@H:8]3[CH2:25][O:26][CH2:27][CH2:28][N:7]3[C:6]=2[N:5]=1.CI.[CH3:31]COC(C)=O. The catalyst is CN(C=O)C. The product is [Cl:3][C:4]1[N:13]=[CH:12][C:11]2[N:10]([CH2:14][C:15]([N:17]([CH3:31])[CH2:18][CH:19]3[CH2:20][CH2:21][O:22][CH2:23][CH2:24]3)=[O:16])[CH2:9][C@@H:8]3[CH2:25][O:26][CH2:27][CH2:28][N:7]3[C:6]=2[N:5]=1. The yield is 0.704. (9) The reactants are [O:1]1[CH2:6][CH2:5][CH2:4][CH2:3][CH:2]1[N:7]1[C:15]2[C:10](=[CH:11][C:12]([C:16]3[N:20]=[CH:19][N:18]([C:21]([C:34]4[CH:39]=[CH:38][CH:37]=[CH:36][CH:35]=4)([C:28]4[CH:33]=[CH:32][CH:31]=[CH:30][CH:29]=4)[C:22]4[CH:27]=[CH:26][CH:25]=[CH:24][CH:23]=4)[N:17]=3)=[CH:13][CH:14]=2)[C:9]([C:40]2[CH:41]=[C:42]([CH:47]=[CH:48][CH:49]=2)[C:43](OC)=[O:44])=[N:8]1.O.[OH-].[Li+].[NH2:53][C@H:54]1[C:62]2[C:57](=[CH:58][CH:59]=[CH:60][CH:61]=2)[CH2:56][CH2:55]1.O.ON1C2C=CC=CC=2N=N1.Cl.CN(C)CCCN=C=NCC. The catalyst is O1CCCC1.O1CCCC1.O. The product is [C@H:54]1([NH:53][C:43]([C:42]2[CH:47]=[CH:48][CH:49]=[C:40]([C:9]3[C:10]4[C:15](=[CH:14][CH:13]=[C:12]([C:16]5[N:20]=[CH:19][N:18]([C:21]([C:28]6[CH:29]=[CH:30][CH:31]=[CH:32][CH:33]=6)([C:34]6[CH:39]=[CH:38][CH:37]=[CH:36][CH:35]=6)[C:22]6[CH:27]=[CH:26][CH:25]=[CH:24][CH:23]=6)[N:17]=5)[CH:11]=4)[N:7]([CH:2]4[CH2:3][CH2:4][CH2:5][CH2:6][O:1]4)[N:8]=3)[CH:41]=2)=[O:44])[C:62]2[C:57](=[CH:58][CH:59]=[CH:60][CH:61]=2)[CH2:56][CH2:55]1. The yield is 0.630.